The task is: Regression. Given a target protein amino acid sequence and a drug SMILES string, predict the binding affinity score between them. We predict pKd (pKd = -log10(Kd in M); higher means stronger binding). Dataset: bindingdb_kd.. This data is from Drug-target binding data from BindingDB using Kd measurements. (1) The small molecule is O=C(c1ccc(/C=C/c2n[nH]c3ccccc23)cc1)N1CCNCC1. The target protein (O75716) has sequence MGHALCVCSRGTVIIDNKRYLFIQKLGEGGFSYVDLVEGLHDGHFYALKRILCHEQQDREEAQREADMHRLFNHPNILRLVAYCLRERGAKHEAWLLLPFFKRGTLWNEIERLKDKGNFLTEDQILWLLLGICRGLEAIHAKGYAHRDLKPTNILLGDEGQPVLMDLGSMNQACIHVEGSRQALTLQDWAAQRCTISYRAPELFSVQSHCVIDERTDVWSLGCVLYAMMFGEGPYDMVFQKGDSVALAVQNQLSIPQSPRHSSALRQLLNSMMTVDPHQRPHIPLLLSQLEALQPPAPGQHTTQI. The pKd is 7.5. (2) The pKd is 4.5. The target protein (P0A722) has sequence MIDKSAFVHPTAIVEEGASIGANAHIGPFCIVGPHVEIGEGTVLKSHVVVNGHTKIGRDNEIYQFASIGEVNQDLKYAGEPTRVEIGDRNRIRESVTIHRGTVQGGGLTKVGSDNLLMINAHIAHDCTVGNRCILANNATLAGHVSVDDFAIIGGMTAVHQFCIIGAHVMVGGCSGVAQDVPPYVIAQGNHATPFGVNIEGLKRRGFSREAITAIRNAYKLIYRSGKTLDEVKPEIAELAETYPEVKAFTDFFARSTRGLIR. The drug is CC[C@H](C)[C@H](NC(=O)[C@H](CC(=O)O)NC(=O)[C@H](Cc1c[nH]c2ccccc12)NC(=O)[C@H](CCCCN)NC(=O)[C@@H]1CCCN1C(=O)[C@H](CC1(C)N=N1)NC(=O)[C@H](CCSC)NC(=O)[C@H](Cc1ccc(O)cc1)NC(=O)[C@H](CC(C)C)NC(=O)[C@H](CC(N)=O)NC(=O)[C@@H](NC(=O)CCNC(=S)Nc1ccc(-c2c3ccc(=O)cc-3oc3cc(O)ccc23)c(C(=O)O)c1)[C@@H](C)O)C(=O)N1CCC[C@H]1C(=O)O. (3) The small molecule is CC(C)[C@H](NC(=O)[C@@H](Cc1c[nH]c2ccccc12)NC(=O)[C@@H](Cc1c[nH]c2ccccc12)NC(=O)[C@@H](N)CC(=O)O)C(=O)N[C@H](Cc1c[nH]c2ccccc12)C(=O)N[C@H](Cc1c[nH]c2ccccc12)C(=O)N[C@@H](CCCNC(=N)N)C(=O)O. The target protein (P51144) has sequence MGGRAIVTDTNIFSGLESNTTGVTAFSMPAWQLALWATAYLGLVLVAVTGNATVIWIILAHERMRTVTNYFIINLALADLCMAAFNATFNFVYASHNIWYFGRAFCYFQNLFPITAMFVSIYSMTAIAADRYMAIVHPFQPRLSAPITKATIAGIWLVALALASPQCFYSTITVDQGATKCVVAWPNDNGGKMLLLYHLVVFVLVYFLPLVVMFVAYSVIGLTLWKRAVPRHQAHGANLRHLHAKKKFVKAMVLVVLTFAICWLPYHLYFILGSFQKDIYYRKFIQQVYLALFWLAMSSTMYNPIIYCCLNHRFRSGFRLAFRCCPWVTPTEEDRLELTRTPSLSRRVNRCHTKETLFMTADMTHSEATNGQVGSPQDVEPAAP. The pKd is 4.5. (4) The compound is C=CC1=C(C)c2cc3[n-]c(cc4nc(cc5[n-]c(cc1n2)c(C)c5CCC(=O)O)C(CCC(=O)O)=C4C)c(C)c3C=C. The target protein sequence is MDQQVKQERLQGRLEPEIKEFRQERKTLQLATVDAQGRPNVSYAPFVQNQEGYFVLISHIARHARNLEVNPQVSIMMIEDETEAKQLFARKRLTFDAVASMVERDSELWCQVIAQMGERFGEIIDGLSQLQDFMLFRLQPEHGLFVKGFGQAYQVSGDDLVDFVHLEEGHRKISNG. The pKd is 6.9. (5) The target protein sequence is MASPPESDGFSDVRKVGYLRKPKSMHKRFFVLRAASEAGGPARLEYYENEKKWRHKSSAPKRSIPLESCFNINKRADSKNKHLVALYTRDEHFAIAADSEAEQDSWYQALLQLHNRAKGHHDGAAALGAGGGGGSCSGSSGLGEAGEDLSYGDVPPGPAFKEVWQVILKPKGLGQTKNLIGIYRLCLTSKTISFVKLNSEAAAVVLQLMNIRRCGHSENFFFIEVGRSAVTGPGEFWMQVDDSVVAQNMHETILEAMRAMSDEF. The small molecule is CC1=NN(C(=O)c2ccc(Cl)cc2)C(=O)C1/N=N/c1ccc(S(=O)(=O)Nc2ncccn2)cc1. The pKd is 6.4. (6) The drug is O=C(NC1CCNCC1)c1[nH]ncc1NC(=O)c1c(Cl)cccc1Cl. The target is PFCDPK1(Pfalciparum). The pKd is 5.0. (7) The drug is CCCS(=O)(=O)Nc1ccc(F)c(C(=O)c2c[nH]c3ncc(Cl)cc23)c1F. The target protein (P49760) has sequence MPHPRRYHSSERGSRGSYREHYRSRKHKRRRSRSWSSSSDRTRRRRREDSYHVRSRSSYDDRSSDRRVYDRRYCGSYRRNDYSRDRGDAYYDTDYRHSYEYQRENSSYRSQRSSRRKHRRRRRRSRTFSRSSSQHSSRRAKSVEDDAEGHLIYHVGDWLQERYEIVSTLGEGTFGRVVQCVDHRRGGARVALKIIKNVEKYKEAARLEINVLEKINEKDPDNKNLCVQMFDWFDYHGHMCISFELLGLSTFDFLKDNNYLPYPIHQVRHMAFQLCQAVKFLHDNKLTHTDLKPENILFVNSDYELTYNLEKKRDERSVKSTAVRVVDFGSATFDHEHHSTIVSTRHYRAPEVILELGWSQPCDVWSIGCIIFEYYVGFTLFQTHDNREHLAMMERILGPIPSRMIRKTRKQKYFYRGRLDWDENTSAGRYVRENCKPLRRYLTSEAEEHHQLFDLIESMLEYEPAKRLTLGEALQHPFFARLRAEPPNKLWDSSRDISR. The pKd is 5.6. (8) The small molecule is CCOc1cc2ncc(C#N)c(Nc3ccc(F)c(Cl)c3)c2cc1NC(=O)/C=C/CN(C)C. The pKd is 5.0. The target protein (Q9P289) has sequence MAHSPVAVQVPGMQNNIADPEELFTKLERIGKGSFGEVFKGIDNRTQQVVAIKIIDLEEAEDEIEDIQQEITVLSQCDSSYVTKYYGSYLKGSKLWIIMEYLGGGSALDLLRAGPFDEFQIATMLKEILKGLDYLHSEKKIHRDIKAANVLLSEQGDVKLADFGVAGQLTDTQIKRNTFVGTPFWMAPEVIQQSAYDSKADIWSLGITAIELAKGEPPNSDMHPMRVLFLIPKNNPPTLVGDFTKSFKEFIDACLNKDPSFRPTAKELLKHKFIVKNSKKTSYLTELIDRFKRWKAEGHSDDESDSEGSDSESTSRENNTHPEWSFTTVRKKPDPKKVQNGAEQDLVQTLSCLSMIITPAFAELKQQDENNASRNQAIEELEKSIAVAEAACPGITDKMVKKLIEKFQKCSADESP. (9) The compound is Cc1cc(Nc2cc(N3CCN(C)CC3)nc(Sc3ccc(NC(=O)C4CC4)cc3)n2)[nH]n1. The target protein (Q8IVW4) has sequence MEMYETLGKVGEGSYGTVMKCKHKNTGQIVAIKIFYERPEQSVNKIAMREIKFLKQFHHENLVNLIEVFRQKKKIHLVFEFIDHTVLDELQHYCHGLESKRLRKYLFQILRAIDYLHSNNIIHRDIKPENILVSQSGITKLCDFGFARTLAAPGDIYTDYVATRWYRAPELVLKDTSYGKPVDIWALGCMIIEMATGNPYLPSSSDLDLLHKIVLKVGNLSPHLQNIFSKSPIFAGVVLPQVQHPKNARKKYPKLNGLLADIVHACLQIDPADRISSSDLLHHEYFTRDGFIEKFMPELKAKLLQEAKVNSLIKPKESSKENELRKDERKTVYTNTLLSSSVLGKEIEKEKKPKEIKVRVIKVKGGRGDISEPKKKEYEGGLGQQDANENVHPMSPDTKLVTIEPPNPINPSTNCNGLKENPHCGGSVTMPPINLTNSNLMAANLSSNLFHPSVRLTERAKKRRTSSQSIGQVMPNSRQEDPGPIQSQMEKGIFNERTGH.... The pKd is 6.5.